This data is from Forward reaction prediction with 1.9M reactions from USPTO patents (1976-2016). The task is: Predict the product of the given reaction. (1) The product is: [Cl:1][C:2]1[CH:30]=[CH:29][C:5]([CH2:6][NH:7][C:8]([C:10]2[C:19](=[O:20])[C:18]3[C:13]4=[C:14]([CH:40]=[C:39]([CH2:38][O:41][CH3:42])[N:12]4[CH:11]=2)[CH:15]=[C:16]([CH2:21][N:22]2[CH2:27][CH2:26][O:25][CH2:24][CH2:23]2)[CH:17]=3)=[O:9])=[CH:4][CH:3]=1. Given the reactants [Cl:1][C:2]1[CH:30]=[CH:29][C:5]([CH2:6][NH:7][C:8]([C:10]2[CH:11]=[N:12][C:13]3[C:18]([C:19]=2[OH:20])=[CH:17][C:16]([CH2:21][N:22]2[CH2:27][CH2:26][O:25][CH2:24][CH2:23]2)=[CH:15][C:14]=3I)=[O:9])=[CH:4][CH:3]=1.CCN(CC)CC.[CH2:38]([O:41][CH3:42])[C:39]#[CH:40], predict the reaction product. (2) Given the reactants [N:1]1[C:8]([NH2:9])=[N:7][C:5]([NH2:6])=[N:4][C:2]=1[NH2:3].[O-:10][P:11]([O:14][P:15]([O-:18])([O-:17])=[O:16])(=[O:13])[O-:12].[Na+].[Na+].[Na+].[Na+].Cl, predict the reaction product. The product is: [OH:12][P:11]([O:14][P:15]([OH:18])([OH:17])=[O:16])(=[O:10])[OH:13].[N:1]1[C:8]([NH2:9])=[N:7][C:5]([NH2:6])=[N:4][C:2]=1[NH2:3]. (3) Given the reactants [NH2:1][C:2]1[C:7]2=[CH:8][CH:9]=[C:10]([C@@:11]3([C:20]#[N:21])[C@H:15]([OH:16])[C@H:14]([OH:17])[C@@H:13]([CH2:18][OH:19])[O:12]3)[N:6]2[N:5]=[CH:4][N:3]=1.CO[C:24](OC)([CH3:26])[CH3:25].C1(C)C=CC(S(O)(=O)=O)=CC=1.C(OC(C)C)(=O)C, predict the reaction product. The product is: [NH2:1][C:2]1[C:7]2=[CH:8][CH:9]=[C:10]([C@@:11]3([C:20]#[N:21])[C@H:15]4[C@H:14]([O:17][C:24]([CH3:26])([CH3:25])[O:16]4)[C@@H:13]([CH2:18][OH:19])[O:12]3)[N:6]2[N:5]=[CH:4][N:3]=1. (4) The product is: [CH2:9]1[C:10]2([CH2:16][CH2:15][NH:14][CH2:13]2)[CH2:11][CH2:12][NH:8]1. Given the reactants C([N:8]1[CH2:12][CH2:11][C:10]2([CH2:16][CH2:15][N:14](CC3C=CC=CC=3)[CH2:13]2)[CH2:9]1)C1C=CC=CC=1, predict the reaction product.